Regression. Given a peptide amino acid sequence and an MHC pseudo amino acid sequence, predict their binding affinity value. This is MHC class II binding data. From a dataset of Peptide-MHC class II binding affinity with 134,281 pairs from IEDB. (1) The peptide sequence is VLDILTANKLIRQKL. The MHC is DRB4_0101 with pseudo-sequence DRB4_0103. The binding affinity (normalized) is 0.849. (2) The peptide sequence is YDKFLANVSTVLFGK. The MHC is DRB1_1001 with pseudo-sequence DRB1_1001. The binding affinity (normalized) is 0.568. (3) The MHC is HLA-DPA10301-DPB10402 with pseudo-sequence HLA-DPA10301-DPB10402. The binding affinity (normalized) is 0.578. The peptide sequence is VFNYETETTSVIPAA. (4) The peptide sequence is YDLFLANVSTVLTGK. The MHC is DRB1_0401 with pseudo-sequence DRB1_0401. The binding affinity (normalized) is 0.585.